From a dataset of Reaction yield outcomes from USPTO patents with 853,638 reactions. Predict the reaction yield, written as a fraction of the theoretical maximum amount of product (1.0 means a 100% yield; for example, 0.34 means a 34% yield). The reactants are [F:1][C:2]1[CH:3]=[C:4]([CH:14]=[CH:15][CH:16]=1)[CH2:5][O:6][C:7]1[CH:12]=[CH:11][C:10]([NH2:13])=[CH:9][CH:8]=1.[CH3:17][O:18][C:19](=[O:26])[CH:20]([O:24][CH3:25])[C:21](O)=[O:22]. No catalyst specified. The product is [CH3:17][O:18][C:19](=[O:26])[CH:20]([O:24][CH3:25])[C:21]([NH:13][C:10]1[CH:11]=[CH:12][C:7]([O:6][CH2:5][C:4]2[CH:14]=[CH:15][CH:16]=[C:2]([F:1])[CH:3]=2)=[CH:8][CH:9]=1)=[O:22]. The yield is 0.410.